From a dataset of Reaction yield outcomes from USPTO patents with 853,638 reactions. Predict the reaction yield, written as a fraction of the theoretical maximum amount of product (1.0 means a 100% yield; for example, 0.34 means a 34% yield). (1) The reactants are [CH:1]1([CH:7]([NH:23][C:24]2[CH:32]=[CH:31][C:27](C(O)=O)=[CH:26][CH:25]=2)[C:8]2[CH:12]=[C:11]([C:13]3[CH:18]=[CH:17][C:16]([F:19])=[CH:15][CH:14]=3)[O:10][C:9]=2[CH2:20][O:21][CH3:22])[CH2:6][CH2:5][CH2:4][CH2:3][CH2:2]1.[CH3:33][NH:34][CH2:35][CH2:36][C:37]([O:39]CC)=[O:38].Cl.C(N=C=NCCCN(C)C)C.O.[OH:55][C:56]1C2N=NNC=2C=CC=1. The catalyst is CN(C)C=O.C(OCC)(=O)C.C(N(CC)CC)C. The product is [CH:1]1([CH:7]([NH:23][C:24]2[CH:25]=[CH:26][C:27]([C:56]([N:34]([CH3:33])[CH2:35][CH2:36][C:37]([OH:39])=[O:38])=[O:55])=[CH:31][CH:32]=2)[C:8]2[CH:12]=[C:11]([C:13]3[CH:14]=[CH:15][C:16]([F:19])=[CH:17][CH:18]=3)[O:10][C:9]=2[CH2:20][O:21][CH3:22])[CH2:2][CH2:3][CH2:4][CH2:5][CH2:6]1. The yield is 0.820. (2) The reactants are Cl[C:2]1[CH:3]=[C:4]([C:9]2[N:13]3[C:14]4[N:22]=[C:21]([O:23][CH3:24])[CH:20]=[CH:19][C:15]=4[N:16]=[C:17]([CH3:18])[C:12]3=[C:11]([CH3:25])[N:10]=2)[CH:5]=[C:6](Cl)[CH:7]=1.[CH3:26][CH2:27]N(CC)CC.C1(C#C)C=CC=CC=1.[NH4+].[Cl-]. The catalyst is Cl[Pd](Cl)([P](C1C=CC=CC=1)(C1C=CC=CC=1)C1C=CC=CC=1)[P](C1C=CC=CC=1)(C1C=CC=CC=1)C1C=CC=CC=1.[Cu]I.CN(C=O)C. The product is [CH3:24][O:23][C:21]1[CH:20]=[CH:19][C:15]2[N:16]=[C:17]([CH3:18])[C:12]3[N:13]([C:9]([C:4]#[C:3][C:2]4[CH:7]=[CH:6][CH:5]=[CH:27][CH:26]=4)=[N:10][C:11]=3[CH3:25])[C:14]=2[N:22]=1. The yield is 0.960. (3) The yield is 0.353. The product is [O:1]=[C:2]1[NH:6][C:5]2[CH:7]=[CH:8][C:9]([C:11]([NH2:15])=[O:13])=[CH:10][C:4]=2[O:3]1. The reactants are [O:1]=[C:2]1[NH:6][C:5]2[CH:7]=[CH:8][C:9]([C:11]([OH:13])=O)=[CH:10][C:4]=2[O:3]1.C[N:15](C)C=O.S(Cl)(Cl)=O.[OH-].[NH4+]. The catalyst is O1CCOCC1.